Task: Predict the product of the given reaction.. Dataset: Forward reaction prediction with 1.9M reactions from USPTO patents (1976-2016) (1) Given the reactants Br[C:2]1[C:3]([C:15]([OH:17])=[O:16])=[N:4][C:5]([C:8]2[CH:13]=[CH:12][CH:11]=[CH:10][C:9]=2[F:14])=[N:6][CH:7]=1.[OH-].[NH4+:19], predict the reaction product. The product is: [NH2:19][C:2]1[C:3]([C:15]([OH:17])=[O:16])=[N:4][C:5]([C:8]2[CH:13]=[CH:12][CH:11]=[CH:10][C:9]=2[F:14])=[N:6][CH:7]=1. (2) The product is: [CH3:20][C:19]1[N:12]([C:9]2[CH:10]=[CH:11][N:7]([CH2:6][O:5][CH2:4][CH2:3][Si:2]([CH3:14])([CH3:13])[CH3:1])[N:8]=2)[C:16]([CH3:15])=[CH:17][CH:18]=1. Given the reactants [CH3:1][Si:2]([CH3:14])([CH3:13])[CH2:3][CH2:4][O:5][CH2:6][N:7]1[CH:11]=[CH:10][C:9]([NH2:12])=[N:8]1.[CH3:15][C:16](=O)[CH2:17][CH2:18][C:19](=O)[CH3:20], predict the reaction product. (3) Given the reactants [NH2:1][CH:2]1[CH2:7][CH2:6][N:5]([CH2:8][CH2:9][N:10]2[C:15]3[CH:16]=[C:17]([C:20]#[N:21])[CH:18]=[CH:19][C:14]=3[O:13][CH2:12][C:11]2=[O:22])[CH2:4][CH2:3]1.[F:23][C:24]1[CH:29]=[CH:28][C:27]([F:30])=[CH:26][C:25]=1[CH:31]1[CH2:33][CH:32]1[CH:34]=O.C([BH3-])#N.[Na+], predict the reaction product. The product is: [F:23][C:24]1[CH:29]=[CH:28][C:27]([F:30])=[CH:26][C:25]=1[CH:31]1[CH2:33][CH:32]1[CH2:34][NH:1][CH:2]1[CH2:7][CH2:6][N:5]([CH2:8][CH2:9][N:10]2[C:15]3[CH:16]=[C:17]([C:20]#[N:21])[CH:18]=[CH:19][C:14]=3[O:13][CH2:12][C:11]2=[O:22])[CH2:4][CH2:3]1.